This data is from Full USPTO retrosynthesis dataset with 1.9M reactions from patents (1976-2016). The task is: Predict the reactants needed to synthesize the given product. (1) Given the product [C:30]([N:21]([CH2:20][C:17]1[CH:16]=[CH:15][C:14]([C:13]([NH:12][C:10]2[S:11][C:7]3[C:6]([N:24]4[CH2:25][CH2:26][O:27][CH2:28][CH2:29]4)=[CH:5][CH:4]=[C:3]([O:2][CH3:1])[C:8]=3[N:9]=2)=[O:23])=[CH:19][CH:18]=1)[CH3:22])(=[O:32])[CH3:31], predict the reactants needed to synthesize it. The reactants are: [CH3:1][O:2][C:3]1[C:8]2[N:9]=[C:10]([NH:12][C:13](=[O:23])[C:14]3[CH:19]=[CH:18][C:17]([CH2:20][NH:21][CH3:22])=[CH:16][CH:15]=3)[S:11][C:7]=2[C:6]([N:24]2[CH2:29][CH2:28][O:27][CH2:26][CH2:25]2)=[CH:5][CH:4]=1.[C:30](Cl)(=[O:32])[CH3:31]. (2) Given the product [C:1]1([C:20]2[CH:25]=[CH:24][CH:23]=[CH:22][CH:21]=2)[CH:6]=[CH:5][CH:4]=[CH:3][C:2]=1[CH2:7][C:8]1[NH:9][C:10](=[O:19])[C:11]([OH:18])=[C:12]([C:14]([N:26]2[CH2:30][CH2:29][CH2:28][CH2:27]2)=[O:15])[N:13]=1, predict the reactants needed to synthesize it. The reactants are: [C:1]1([C:20]2[CH:25]=[CH:24][CH:23]=[CH:22][CH:21]=2)[CH:6]=[CH:5][CH:4]=[CH:3][C:2]=1[CH2:7][C:8]1[NH:9][C:10](=[O:19])[C:11]([OH:18])=[C:12]([C:14](OC)=[O:15])[N:13]=1.[NH:26]1[CH2:30][CH2:29][CH2:28][CH2:27]1. (3) Given the product [CH2:28]([N:23]1[C:22](=[O:27])[CH2:21][N:20]([C:10]2[C:9]([O:8][CH2:1][C:2]3[CH:3]=[CH:4][CH:5]=[CH:6][CH:7]=3)=[CH:18][C:17]3[CH2:16][CH:15]([OH:19])[CH2:14][CH2:13][C:12]=3[CH:11]=2)[S:24]1(=[O:26])=[O:25])[C:29]1[CH:34]=[CH:33][CH:32]=[CH:31][CH:30]=1, predict the reactants needed to synthesize it. The reactants are: [CH2:1]([O:8][C:9]1[C:10]([N:20]2[S:24](=[O:26])(=[O:25])[NH:23][C:22](=[O:27])[CH2:21]2)=[CH:11][C:12]2[CH2:13][CH2:14][CH:15]([OH:19])[CH2:16][C:17]=2[CH:18]=1)[C:2]1[CH:7]=[CH:6][CH:5]=[CH:4][CH:3]=1.[CH2:28](Br)[C:29]1[CH:34]=[CH:33][CH:32]=[CH:31][CH:30]=1.C(=O)([O-])[O-].[K+].[K+]. (4) Given the product [CH:1]1([C:7]2[CH:15]=[CH:14][C:10]([CH2:11][OH:12])=[C:9]([C:16]([F:17])([F:18])[F:19])[CH:8]=2)[CH2:2][CH2:3][CH2:4][CH2:5][CH2:6]1, predict the reactants needed to synthesize it. The reactants are: [CH:1]1([C:7]2[CH:15]=[CH:14][C:10]([C:11](O)=[O:12])=[C:9]([C:16]([F:19])([F:18])[F:17])[CH:8]=2)[CH2:6][CH2:5][CH2:4][CH2:3][CH2:2]1.C(=O)(O)[O-].[Na+]. (5) Given the product [Cl:1][C:2]1[C:6]([S:7]([NH2:14])(=[O:9])=[O:8])=[CH:5][N:4]([CH2:11][CH3:12])[N:3]=1, predict the reactants needed to synthesize it. The reactants are: [Cl:1][C:2]1[C:6]([S:7](Cl)(=[O:9])=[O:8])=[CH:5][N:4]([CH2:11][CH3:12])[N:3]=1.[OH-].[NH4+:14].